From a dataset of Reaction yield outcomes from USPTO patents with 853,638 reactions. Predict the reaction yield, written as a fraction of the theoretical maximum amount of product (1.0 means a 100% yield; for example, 0.34 means a 34% yield). (1) The reactants are C(OC([NH:8][CH2:9][C:10]([O:12][C@H:13]1[CH2:17][CH2:16][CH2:15][C@@H:14]1[NH:18][C:19]1[CH:24]=[C:23]([N:25]2[C:33]3[CH2:32][C:31]([CH3:35])([CH3:34])[CH2:30][C:29](=[O:36])[C:28]=3[C:27]([C:37]([F:40])([F:39])[F:38])=[N:26]2)[CH:22]=[C:21]([F:41])[C:20]=1[C:42](=[O:44])[NH2:43])=[O:11])=O)(C)(C)C.CS(O)(=O)=O.CC(OC)(C)C. The catalyst is C(O)(=O)C. The product is [NH2:8][CH2:9][C:10]([O:12][C@H:13]1[CH2:17][CH2:16][CH2:15][C@@H:14]1[NH:18][C:19]1[CH:24]=[C:23]([N:25]2[C:33]3[CH2:32][C:31]([CH3:34])([CH3:35])[CH2:30][C:29](=[O:36])[C:28]=3[C:27]([C:37]([F:40])([F:39])[F:38])=[N:26]2)[CH:22]=[C:21]([F:41])[C:20]=1[C:42](=[O:44])[NH2:43])=[O:11]. The yield is 0.810. (2) The reactants are [NH2:1][CH2:2][C@@H:3]1[O:7][C:6](=[O:8])[N:5]([C:9]2[CH:14]=[CH:13][C:12]([CH:15]3[CH2:20][CH2:19][S:18](=[O:22])(=[O:21])[CH2:17][CH2:16]3)=[C:11]([F:23])[CH:10]=2)[CH2:4]1.[C:24](Cl)(=[O:33])[O:25][CH2:26][O:27][C:28](=[O:32])[CH:29]([CH3:31])[CH3:30]. The catalyst is ClCCl. The product is [O:22]=[S:18]1(=[O:21])[CH2:19][CH2:20][CH:15]([C:12]2[CH:13]=[CH:14][C:9]([N:5]3[CH2:4][C@H:3]([CH2:2][NH:1][C:24]([O:25][CH2:26][O:27][C:28](=[O:32])[CH:29]([CH3:31])[CH3:30])=[O:33])[O:7][C:6]3=[O:8])=[CH:10][C:11]=2[F:23])[CH2:16][CH2:17]1. The yield is 0.910.